This data is from Forward reaction prediction with 1.9M reactions from USPTO patents (1976-2016). The task is: Predict the product of the given reaction. Given the reactants [Si:1]([O:8][CH2:9][C:10]1[CH:11]=[CH:12][C:13]([C:16]2(N)[CH2:18][CH2:17]2)=[N:14][CH:15]=1)([C:4]([CH3:7])([CH3:6])[CH3:5])([CH3:3])[CH3:2].[C:20]([O:23]C(=O)C)(=O)[CH3:21].CO.[N:29]1C=CC=CC=1, predict the reaction product. The product is: [Si:1]([O:8][CH2:9][C:10]1[CH:11]=[CH:12][C:13]([C:16]2([CH2:21][C:20]([NH2:29])=[O:23])[CH2:18][CH2:17]2)=[N:14][CH:15]=1)([C:4]([CH3:7])([CH3:6])[CH3:5])([CH3:3])[CH3:2].